Task: Predict the product of the given reaction.. Dataset: Forward reaction prediction with 1.9M reactions from USPTO patents (1976-2016) (1) The product is: [NH2:1][C:2]1[C:7]([C:8]([C:10]2[CH:15]=[C:14]([F:16])[CH:13]=[CH:12][C:11]=2[O:17][CH3:18])=[O:9])=[CH:6][N:5]=[C:4]([NH:19][CH:20]2[CH2:25][CH2:24][N:23]([S:26]([CH2:29][CH2:30][CH2:31][NH:33][C@@H:34]([CH3:37])[CH2:35][OH:36])(=[O:28])=[O:27])[CH2:22][CH2:21]2)[N:3]=1. Given the reactants [NH2:1][C:2]1[C:7]([C:8]([C:10]2[CH:15]=[C:14]([F:16])[CH:13]=[CH:12][C:11]=2[O:17][CH3:18])=[O:9])=[CH:6][N:5]=[C:4]([NH:19][CH:20]2[CH2:25][CH2:24][N:23]([S:26]([CH2:29][CH2:30][CH2:31]Cl)(=[O:28])=[O:27])[CH2:22][CH2:21]2)[N:3]=1.[NH2:33][C@@H:34]([CH3:37])[CH2:35][OH:36], predict the reaction product. (2) Given the reactants [N:1]1([C:7]2[CH:12]=[CH:11][C:10]([C:13]3[CH:18]=[CH:17][C:16]([N+:19]([O-])=O)=[C:15]([NH2:22])[CH:14]=3)=[CH:9][CH:8]=2)[CH2:6][CH2:5][O:4][CH2:3][CH2:2]1, predict the reaction product. The product is: [N:1]1([C:7]2[CH:8]=[CH:9][C:10]([C:13]3[CH:18]=[CH:17][C:16]([NH2:19])=[C:15]([NH2:22])[CH:14]=3)=[CH:11][CH:12]=2)[CH2:6][CH2:5][O:4][CH2:3][CH2:2]1.